From a dataset of Catalyst prediction with 721,799 reactions and 888 catalyst types from USPTO. Predict which catalyst facilitates the given reaction. (1) Reactant: [Br:1][C:2]1[CH:9]=[CH:8][CH:7]=[CH:6][C:3]=1[CH:4]=[O:5].[Cl:10][C:11]1[CH:16]=[CH:15][C:14]([Mg]Br)=[CH:13][CH:12]=1.[Cl-].[NH4+]. Product: [Br:1][C:2]1[CH:9]=[CH:8][CH:7]=[CH:6][C:3]=1[CH:4]([C:14]1[CH:15]=[CH:16][C:11]([Cl:10])=[CH:12][CH:13]=1)[OH:5]. The catalyst class is: 1. (2) Reactant: [CH2:1]([C:8]1[CH:15]=[CH:14][CH:13]=[CH:12][C:9]=1[CH2:10]Cl)[C:2]1[CH:7]=[CH:6][CH:5]=[CH:4][CH:3]=1.Cl.[O:17]=[C:18]1[C:23]([C:24]([O:26][CH3:27])=[O:25])=[CH:22][CH:21]=[CH:20][NH:19]1.[H-].[Na+]. Product: [CH2:1]([C:8]1[CH:15]=[CH:14][CH:13]=[CH:12][C:9]=1[CH2:10][N:19]1[CH:20]=[CH:21][CH:22]=[C:23]([C:24]([O:26][CH3:27])=[O:25])[C:18]1=[O:17])[C:2]1[CH:7]=[CH:6][CH:5]=[CH:4][CH:3]=1. The catalyst class is: 3. (3) Reactant: [NH2:1][C@H:2]([CH2:4]O)[CH3:3].C(N(CC)CC)C.[CH3:13][O:14][P:15](Cl)([O:17][CH3:18])=[O:16].C(Cl)Cl.CO.[NH4+].[OH-].C(Cl)(Cl)Cl.CO.[NH4+].[OH-].[O-][Mn](=O)(=O)=O.[K+].CS(Cl)(=O)=O.[OH-].[K+]. Product: [CH3:4][CH:2]1[CH2:3][N@@:1]1[P:15](=[O:16])([O:17][CH3:18])[O:14][CH3:13]. The catalyst class is: 4. (4) Reactant: [NH2:1][C:2]1[CH:3]=[CH:4][C:5](CO)=[C:6]2[C:11]=1[CH:10]=[C:9](O)[CH:8]=[CH:7]2.N1C=CN=C1.Cl[Si](C(C)C)(C(C)C)C(C)C.O. Product: [C:2]1([NH2:1])[C:11]2[C:6](=[CH:7][CH:8]=[CH:9][CH:10]=2)[CH:5]=[CH:4][CH:3]=1. The catalyst class is: 468. (5) Reactant: C(OC(=O)[NH:7][CH2:8][C@@H:9]1[CH2:11][C@H:10]1[C:12]1[CH:17]=[CH:16][CH:15]=[CH:14][C:13]=1[NH:18][C:19]([NH:21][C:22]1[CH:27]=[CH:26][C:25]([C:28]([F:31])([F:30])[F:29])=[CH:24][CH:23]=1)=[O:20])(C)(C)C.C(O)(C(F)(F)F)=O.[ClH:40].CCOCC. Product: [ClH:40].[NH2:7][CH2:8][C@@H:9]1[CH2:11][C@H:10]1[C:12]1[CH:17]=[CH:16][CH:15]=[CH:14][C:13]=1[NH:18][C:19]([NH:21][C:22]1[CH:23]=[CH:24][C:25]([C:28]([F:29])([F:30])[F:31])=[CH:26][CH:27]=1)=[O:20]. The catalyst class is: 2. (6) Reactant: [N+:1]([C:4]1[CH:9]=[CH:8][CH:7]=[CH:6][C:5]=1[CH:10]([CH3:13])[CH2:11][OH:12])([O-:3])=[O:2].C(N(CC)CC)C.O=C(Cl)[O:23][C:24](Cl)(Cl)[Cl:25]. Product: [Cl:25][C:24]([O:12][CH2:11][CH:10]([C:5]1[CH:6]=[CH:7][CH:8]=[CH:9][C:4]=1[N+:1]([O-:3])=[O:2])[CH3:13])=[O:23]. The catalyst class is: 7.